This data is from Full USPTO retrosynthesis dataset with 1.9M reactions from patents (1976-2016). The task is: Predict the reactants needed to synthesize the given product. (1) Given the product [NH2:1][CH:2]([CH:6]1[CH2:15][CH2:14][C:13]2[C:8](=[CH:9][CH:10]=[C:11]([CH2:16][CH2:17][CH2:18][CH2:19][CH2:20][CH2:21][CH2:22][CH3:23])[CH:12]=2)[CH2:7]1)[CH2:3][OH:4], predict the reactants needed to synthesize it. The reactants are: [NH2:1][CH:2]([CH:6]1[CH2:15][CH2:14][C:13]2[C:8](=[CH:9][CH:10]=[C:11]([CH2:16][CH2:17][CH2:18][CH2:19][CH2:20][CH2:21][CH2:22][CH3:23])[CH:12]=2)[CH2:7]1)[C:3](O)=[O:4].[H-].[Al+3].[Li+].[H-].[H-].[H-].[OH-].[Na+].C(OCC)(=O)C. (2) Given the product [C:52]([O:54][C:2]1[C:11]2[N:10]=[CH:9][CH:8]=[CH:7][C:6]=2[C:5]([S:12]([N:22]([CH2:21][C:20]2[CH:24]=[CH:25][CH:26]=[C:18]([O:17][CH3:16])[CH:19]=2)[CH3:23])(=[O:14])=[O:13])=[CH:4][CH:3]=1)([CH3:55])([CH3:53])[CH3:51], predict the reactants needed to synthesize it. The reactants are: F[C:2]1[C:11]2[N:10]=[CH:9][CH:8]=[CH:7][C:6]=2[C:5]([S:12](Cl)(=[O:14])=[O:13])=[CH:4][CH:3]=1.[CH3:16][O:17][C:18]1[CH:19]=[C:20]([CH:24]=[CH:25][CH:26]=1)[CH2:21][NH:22][CH3:23].CCN(C(C)C)C(C)C.FC1C(S(N)(=O)=O)=NC2C(C=1)=CC=CC=2.[CH3:51][C:52]([CH3:55])([O-:54])[CH3:53].[K+].